This data is from Full USPTO retrosynthesis dataset with 1.9M reactions from patents (1976-2016). The task is: Predict the reactants needed to synthesize the given product. (1) The reactants are: [CH2:1]([O:3][C:4]1[CH:17]=[C:16]2[C:7]([C:8]([C:19]3[CH:20]=[CH:21][C:22](=[O:26])[N:23]([CH3:25])[CH:24]=3)=[N:9][C@H:10]3[C@@H:15]2[CH2:14][C@H:13]([OH:18])[CH2:12][CH2:11]3)=[CH:6][C:5]=1[O:27][CH3:28])[CH3:2].[O:29]=[C:30]([CH2:34][CH2:35][C:36]([OH:38])=[O:37])[C:31]([OH:33])=[O:32]. Given the product [O:29]=[C:30]([CH2:34][CH2:35][C:36]([OH:38])=[O:37])[C:31]([OH:33])=[O:32].[CH2:1]([O:3][C:4]1[CH:17]=[C:16]2[C:7]([C:8]([C:19]3[CH:20]=[CH:21][C:22](=[O:26])[N:23]([CH3:25])[CH:24]=3)=[N:9][C@H:10]3[C@@H:15]2[CH2:14][C@H:13]([OH:18])[CH2:12][CH2:11]3)=[CH:6][C:5]=1[O:27][CH3:28])[CH3:2], predict the reactants needed to synthesize it. (2) Given the product [Br:1][C:2]1[C:3]([CH2:9][Br:10])=[N:4][C:5]([Cl:8])=[CH:6][CH:7]=1, predict the reactants needed to synthesize it. The reactants are: [Br:1][C:2]1[C:3]([CH3:9])=[N:4][C:5]([Cl:8])=[CH:6][CH:7]=1.[Br:10]N1C(=O)CCC1=O.CC(N=NC(C#N)(C)C)(C#N)C.